From a dataset of Retrosynthesis with 50K atom-mapped reactions and 10 reaction types from USPTO. Predict the reactants needed to synthesize the given product. (1) Given the product CC(C)(C)[Si](C)(C)OCCn1ccc(NC(=O)C(Cc2ccccc2)n2ncc(Oc3c(F)cccc3F)cc2=O)n1, predict the reactants needed to synthesize it. The reactants are: CC(C)(C)[Si](C)(C)OCCn1ccc(N)n1.O=C(O)C(Cc1ccccc1)n1ncc(Oc2c(F)cccc2F)cc1=O. (2) The reactants are: COCc1ccc(C)c(NCC=O)c1.O=C(Cl)CCl. Given the product COCc1ccc(C)c(N(CC=O)C(=O)CCl)c1, predict the reactants needed to synthesize it. (3) Given the product O=C(O)C(F)(F)F, predict the reactants needed to synthesize it. The reactants are: CC(C)(C)OC(=O)N1CC=C(c2c[nH]c3ccc(Nc4ncc(Br)c(NCc5ccc(C(F)(F)F)cc5)n4)cc23)CC1. (4) Given the product CC(C)(C)OC(=O)N[C@H]1CC[C@H](NS(=O)(=O)c2ccc(Br)cc2OC(F)(F)F)CC1, predict the reactants needed to synthesize it. The reactants are: CC(C)(C)OC(=O)N[C@H]1CC[C@H](N)CC1.O=S(=O)(Cl)c1ccc(Br)cc1OC(F)(F)F. (5) Given the product Cc1nc(-c2ccncc2)sc1C(=O)N1CCN(S(=O)(=O)c2ccc3cc(Cl)ccc3c2)CC1C(=O)O, predict the reactants needed to synthesize it. The reactants are: CCOC(=O)C1CN(S(=O)(=O)c2ccc3cc(Cl)ccc3c2)CCN1C(=O)c1sc(-c2ccncc2)nc1C. (6) The reactants are: CCc1cc(-c2ccc3c(c2)CC(CC(=O)NCc2cccnc2)C3=O)ccc1OC. Given the product CCc1cc(-c2ccc3c(c2)CC(CC(=O)NCc2cccnc2)C3=O)ccc1O, predict the reactants needed to synthesize it. (7) The reactants are: O=C(Cl)c1ccccc1F.OCC1CO1. Given the product O=C(OCC1CO1)c1ccccc1F, predict the reactants needed to synthesize it. (8) Given the product O=S(=O)(Nc1ccc(O)cc1)c1ccccc1, predict the reactants needed to synthesize it. The reactants are: Nc1ccc(O)cc1.O=S(=O)(Cl)c1ccccc1. (9) Given the product CN(C(=O)c1cc2c(s1)-c1ccc(Br)cc1OCC2)c1ccccc1Cl, predict the reactants needed to synthesize it. The reactants are: CNc1ccccc1Cl.O=C(O)c1cc2c(s1)-c1ccc(Br)cc1OCC2. (10) Given the product COC(=O)c1ccc(-c2ccc(N)cc2)cc1C, predict the reactants needed to synthesize it. The reactants are: COC(=O)c1ccc(-c2ccc([N+](=O)[O-])cc2)cc1C.